From a dataset of Reaction yield outcomes from USPTO patents with 853,638 reactions. Predict the reaction yield, written as a fraction of the theoretical maximum amount of product (1.0 means a 100% yield; for example, 0.34 means a 34% yield). The reactants are [CH:1]1([CH2:4][O:5][C:6]2[CH:11]=[C:10]([O:12][CH2:13][CH2:14][O:15][CH3:16])[CH:9]=[CH:8][C:7]=2/[CH:17]=[CH:18]/[C:19]([NH:21][S:22]([CH2:25][CH2:26][CH2:27][CH2:28][CH3:29])(=[O:24])=[O:23])=[O:20])[CH2:3][CH2:2]1. The catalyst is CO.[C].[Pd]. The product is [CH:1]1([CH2:4][O:5][C:6]2[CH:11]=[C:10]([O:12][CH2:13][CH2:14][O:15][CH3:16])[CH:9]=[CH:8][C:7]=2[CH2:17][CH2:18][C:19]([NH:21][S:22]([CH2:25][CH2:26][CH2:27][CH2:28][CH3:29])(=[O:24])=[O:23])=[O:20])[CH2:2][CH2:3]1. The yield is 0.850.